From a dataset of Full USPTO retrosynthesis dataset with 1.9M reactions from patents (1976-2016). Predict the reactants needed to synthesize the given product. (1) Given the product [C:25]([N:15]1[CH2:16][CH2:17][CH2:18][C@@H:14]1[CH2:13][O:12][C:10]1[CH:9]=[CH:8][CH:7]=[C:6]2[C:11]=1[C:2]([NH2:1])=[C:3]([C:20]([O:22][CH2:23][CH3:24])=[O:21])[C:4]([CH3:19])=[N:5]2)(=[O:27])[CH3:26], predict the reactants needed to synthesize it. The reactants are: [NH2:1][C:2]1[C:11]2[C:6](=[CH:7][CH:8]=[CH:9][C:10]=2[O:12][CH2:13][C@H:14]2[CH2:18][CH2:17][CH2:16][NH:15]2)[N:5]=[C:4]([CH3:19])[C:3]=1[C:20]([O:22][CH2:23][CH3:24])=[O:21].[C:25](OC(=O)C)(=[O:27])[CH3:26]. (2) Given the product [N:12]1([C:18](=[O:38])[CH2:19][CH2:20][CH2:21][N:22]2[C:34]3[C:33]4[N:32]=[CH:31][CH:30]=[CH:29][C:28]=4[N:27]=[C:26]([NH2:40])[C:25]=3[N:24]=[C:23]2[CH2:35][CH2:36][CH3:37])[CH2:13][CH2:14][O:15][CH2:16][CH2:17]1, predict the reactants needed to synthesize it. The reactants are: C1C=C(Cl)C=C(C(OO)=O)C=1.[N:12]1([C:18](=[O:38])[CH2:19][CH2:20][CH2:21][N:22]2[C:34]3[C:33]4[N:32]=[CH:31][CH:30]=[CH:29][C:28]=4[N:27]=[CH:26][C:25]=3[N:24]=[C:23]2[CH2:35][CH2:36][CH3:37])[CH2:17][CH2:16][O:15][CH2:14][CH2:13]1.[OH-].[NH4+:40].C1(C)C=CC(S(Cl)(=O)=O)=CC=1. (3) Given the product [Br:20][C:5]1[CH:4]=[N:3][C:2]2[N:17]([CH2:18][CH3:19])[C:12]3[N:13]=[CH:14][CH:15]=[CH:16][C:11]=3[NH:10][C:8](=[O:9])[C:7]=2[CH:6]=1, predict the reactants needed to synthesize it. The reactants are: Cl[C:2]1[C:7]([C:8]([NH:10][C:11]2[C:12]([NH:17][CH2:18][CH3:19])=[N:13][CH:14]=[CH:15][CH:16]=2)=[O:9])=[CH:6][C:5]([Br:20])=[CH:4][N:3]=1.C[Si](C)(C)[N-][Si](C)(C)C.[Na+].C1COCC1. (4) Given the product [C:15]([NH:19][CH2:2][CH2:3][C:4]12[CH:14]=[CH:13][CH:12]=[CH:6][CH:5]1[C:10]([NH:9][C:20]2=[O:23])=[O:11])([CH3:18])([CH3:17])[CH3:16], predict the reactants needed to synthesize it. The reactants are: Br[CH2:2][CH2:3][C:4]1[CH:14]=[CH:13][CH:12]=[C:6]2C([NH:9][C:10](=[O:11])[C:5]=12)=O.[C:15]([NH2:19])([CH3:18])([CH3:17])[CH3:16].[C:20](=[O:23])([O-])[O-].[K+].[K+]. (5) Given the product [CH3:10][O:11][C:12]1[CH:17]=[CH:16][C:15]([C:18]#[C:19][C:2]2[C:7]([CH:8]=[O:9])=[CH:6][CH:5]=[CH:4][N:3]=2)=[CH:14][CH:13]=1, predict the reactants needed to synthesize it. The reactants are: Br[C:2]1[C:7]([CH:8]=[O:9])=[CH:6][CH:5]=[CH:4][N:3]=1.[CH3:10][O:11][C:12]1[CH:17]=[CH:16][C:15]([C:18]#[CH:19])=[CH:14][CH:13]=1. (6) Given the product [Br:1][C:2]1[C:11]([O:12][CH3:13])=[C:10]2[C:5]([CH:6]=[CH:7][C:8]([Cl:17])=[N:9]2)=[CH:4][CH:3]=1, predict the reactants needed to synthesize it. The reactants are: [Br:1][C:2]1[C:11]([O:12][CH3:13])=[C:10]2[C:5]([CH:6]=[CH:7][C:8](O)=[N:9]2)=[CH:4][CH:3]=1.O=P(Cl)(Cl)[Cl:17]. (7) Given the product [F:23][C:20]1([F:24])[CH2:21][CH2:22][N:17]([C:15]([C:13]2[NH:12][C:9]3=[N:10][CH:11]=[C:6]([O:5][CH2:4][CH2:3][CH2:2][N:30]4[C@H:26]([CH3:25])[CH2:27][CH2:28][C@H:29]4[CH3:31])[CH:7]=[C:8]3[CH:14]=2)=[O:16])[CH2:18][CH2:19]1, predict the reactants needed to synthesize it. The reactants are: Cl[CH2:2][CH2:3][CH2:4][O:5][C:6]1[CH:7]=[C:8]2[CH:14]=[C:13]([C:15]([N:17]3[CH2:22][CH2:21][C:20]([F:24])([F:23])[CH2:19][CH2:18]3)=[O:16])[NH:12][C:9]2=[N:10][CH:11]=1.[CH3:25][C@H:26]1[NH:30][C@H:29]([CH3:31])[CH2:28][CH2:27]1.C(=O)([O-])[O-].[K+].[K+]. (8) Given the product [CH3:31][C:32]([CH3:63])([CH2:37][C:38]1[O:39][C:40]([C:43]2[CH:44]=[CH:45][C:46]([NH:49][C:50]([NH:52][C:53]3[CH:58]=[CH:57][C:56]([C:59]([F:61])([F:60])[F:62])=[CH:55][CH:54]=3)=[O:51])=[CH:47][CH:48]=2)=[CH:41][N:42]=1)[C:33]([OH:35])=[O:34], predict the reactants needed to synthesize it. The reactants are: FC(F)(F)C1C=C(NC(=O)NC2C=CC(C3SC(CCC(O)=O)=NC=3)=CC=2)C=CC=1.[CH3:31][C:32]([CH3:63])([CH2:37][C:38]1[O:39][C:40]([C:43]2[CH:48]=[CH:47][C:46]([NH:49][C:50]([NH:52][C:53]3[CH:58]=[CH:57][C:56]([C:59]([F:62])([F:61])[F:60])=[CH:55][CH:54]=3)=[O:51])=[CH:45][CH:44]=2)=[CH:41][N:42]=1)[C:33]([O:35]C)=[O:34]. (9) Given the product [CH2:21]([O:20][C:18](=[O:19])[NH:17][CH2:16][CH2:15][CH2:14][CH2:13][C:10]1[CH:11]=[CH:12][C:7]([O:6][CH2:5][C:4](=[O:3])[N:30]([CH3:31])[CH3:29])=[CH:8][CH:9]=1)[C:22]1[CH:27]=[CH:26][CH:25]=[CH:24][CH:23]=1, predict the reactants needed to synthesize it. The reactants are: C([O:3][C:4](=O)[CH2:5][O:6][C:7]1[CH:12]=[CH:11][C:10]([CH2:13][CH2:14][CH2:15][CH2:16][NH:17][C:18]([O:20][CH2:21][C:22]2[CH:27]=[CH:26][CH:25]=[CH:24][CH:23]=2)=[O:19])=[CH:9][CH:8]=1)C.[CH3:29][NH:30][CH3:31].